The task is: Predict the product of the given reaction.. This data is from Forward reaction prediction with 1.9M reactions from USPTO patents (1976-2016). Given the reactants [SH:1][C:2]1[O:3][C:4]2[CH:10]=[C:9]([C:11]([O:13][CH3:14])=[O:12])[CH:8]=[CH:7][C:5]=2[N:6]=1.[C:15]([O-])([O-])=O.[K+].[K+].CI, predict the reaction product. The product is: [CH3:15][S:1][C:2]1[O:3][C:4]2[CH:10]=[C:9]([C:11]([O:13][CH3:14])=[O:12])[CH:8]=[CH:7][C:5]=2[N:6]=1.